This data is from CYP2C9 inhibition data for predicting drug metabolism from PubChem BioAssay. The task is: Regression/Classification. Given a drug SMILES string, predict its absorption, distribution, metabolism, or excretion properties. Task type varies by dataset: regression for continuous measurements (e.g., permeability, clearance, half-life) or binary classification for categorical outcomes (e.g., BBB penetration, CYP inhibition). Dataset: cyp2c9_veith. (1) The compound is Cc1ccc(C(=O)NCC(=O)NCC(=O)OCC(=O)c2ccc([N+](=O)[O-])cc2)cc1. The result is 0 (non-inhibitor). (2) The drug is CCOC(=O)c1c(N2C(=O)Nc3cc(Cl)c(Cl)cc3N2O)sc2c1CCCCC2. The result is 1 (inhibitor). (3) The molecule is O=C1/C(=C\c2ccccc2)C[C@@]2(O)[C@H]3Cc4ccc(O)c5c4[C@@]2(CCN3CC2CC2)[C@@H]1O5. The result is 0 (non-inhibitor). (4) The compound is O=C(c1cc(C(F)(F)F)cc(C(F)(F)F)c1)N1CCC2(CC1)CCN(c1ccncc1)CC2. The result is 0 (non-inhibitor). (5) The compound is CO[C@@H]1/C=C\CC(=O)N2CCC[C@@H]2C(=O)OC[C@H](C)C(=O)OC[C@H]1C. The result is 0 (non-inhibitor). (6) The molecule is COc1ccccc1NC(=O)COC(=O)c1ccc(S(=O)(=O)NCc2ccco2)cc1. The result is 1 (inhibitor). (7) The molecule is CN(CCCNC(=O)c1cccn2c(=O)c3ccccc3nc12)Cc1ccccc1. The result is 1 (inhibitor). (8) The drug is CC(C)Oc1cccnc1N(C)C1CCN(Cc2ccccc2)CC1. The result is 0 (non-inhibitor). (9) The result is 1 (inhibitor). The compound is COc1cccc(Cn2c(=O)c(-c3ccc(Cl)cc3)nc3cncnc32)c1. (10) The compound is Cc1nc2cnc(N(C)C)nc2n(C[C@H]2CCCO2)c1=O. The result is 0 (non-inhibitor).